This data is from Reaction yield outcomes from USPTO patents with 853,638 reactions. The task is: Predict the reaction yield, written as a fraction of the theoretical maximum amount of product (1.0 means a 100% yield; for example, 0.34 means a 34% yield). The reactants are [Na].Cl.[CH2:3]([NH:7][C:8]([NH2:10])=[NH:9])[CH2:4][CH2:5][CH3:6].[CH3:11][O:12][CH2:13][CH2:14][CH2:15][O:16][C:17]1[CH:22]=[C:21]([CH2:23][CH2:24][C:25](OCC)=[O:26])[CH:20]=[CH:19][C:18]=1[C:30]1[CH:35]=[CH:34][C:33]([CH2:36][N:37]2[CH2:42][CH2:41][N:40]([CH3:43])[CH2:39][CH2:38]2)=[CH:32][CH:31]=1.[Cl:44]CCl.[Cl-].[Na+].O. The catalyst is C(O)C.CN(C=O)C. The product is [ClH:44].[CH2:3]([NH:7][C:8](=[NH:10])[NH:9][C:25](=[O:26])[CH2:24][CH2:23][C:21]1[CH:20]=[CH:19][C:18]([C:30]2[CH:31]=[CH:32][C:33]([CH2:36][N:37]3[CH2:38][CH2:39][N:40]([CH3:43])[CH2:41][CH2:42]3)=[CH:34][CH:35]=2)=[C:17]([O:16][CH2:15][CH2:14][CH2:13][O:12][CH3:11])[CH:22]=1)[CH2:4][CH2:5][CH3:6]. The yield is 0.530.